Regression. Given a peptide amino acid sequence and an MHC pseudo amino acid sequence, predict their binding affinity value. This is MHC class I binding data. From a dataset of Peptide-MHC class I binding affinity with 185,985 pairs from IEDB/IMGT. (1) The peptide sequence is IQYVIRAQL. The MHC is HLA-B57:01 with pseudo-sequence HLA-B57:01. The binding affinity (normalized) is 0.0847. (2) The peptide sequence is DMTPAERLI. The MHC is Mamu-A11 with pseudo-sequence Mamu-A11. The binding affinity (normalized) is 0.361. (3) The peptide sequence is SLFLPAILGV. The MHC is HLA-A68:02 with pseudo-sequence HLA-A68:02. The binding affinity (normalized) is 0.133. (4) The peptide sequence is YRARFIGGYI. The MHC is Mamu-B17 with pseudo-sequence Mamu-B17. The binding affinity (normalized) is 0.362.